Dataset: Peptide-MHC class I binding affinity with 185,985 pairs from IEDB/IMGT. Task: Regression. Given a peptide amino acid sequence and an MHC pseudo amino acid sequence, predict their binding affinity value. This is MHC class I binding data. The peptide sequence is NTATTVLLDE. The MHC is HLA-A66:01 with pseudo-sequence HLA-A66:01. The binding affinity (normalized) is 0.